This data is from Forward reaction prediction with 1.9M reactions from USPTO patents (1976-2016). The task is: Predict the product of the given reaction. (1) The product is: [C:10]([C:9]1[CH:12]=[CH:13][C:6]([O:5][CH2:4][CH2:3][CH2:2][O:1][C:24]2[CH:23]=[C:22]3[C:27](=[CH:26][CH:25]=2)[N:19]([CH:17]([CH3:18])[C:16]([O:15][CH3:14])=[O:29])[CH:20]=[CH:21]3)=[N:7][CH:8]=1)#[N:11]. Given the reactants [OH:1][CH2:2][CH2:3][CH2:4][O:5][C:6]1[CH:13]=[CH:12][C:9]([C:10]#[N:11])=[CH:8][N:7]=1.[CH3:14][O:15][C:16](=[O:29])[CH:17]([N:19]1[C:27]2[C:22](=[CH:23][C:24](O)=[CH:25][CH:26]=2)[CH:21]=[CH:20]1)[CH3:18].C1(P(C2C=CC=CC=2)C2C=CC=CC=2)C=CC=CC=1.N(C(N1CCCCC1)=O)=NC(N1CCCCC1)=O, predict the reaction product. (2) Given the reactants [Br:1]Br.O.[NH:4]1[CH:8]=[C:7]([C:9]2[CH:10]=[CH:11][C:12]3[N:13]([CH:15]=[N:16][N:17]=3)[CH:14]=2)[CH:6]=[N:5]1.C(=O)([O-])O.[Na+], predict the reaction product. The product is: [Br:1][C:15]1[N:13]2[CH:14]=[C:9]([C:7]3[CH:8]=[N:4][NH:5][CH:6]=3)[CH:10]=[CH:11][C:12]2=[N:17][N:16]=1. (3) Given the reactants C([O:3][C:4]([C:6]1[N:7]=[N:8][C:9]([O:12][CH2:13][C:14]2[C:15]([C:20]3[CH:25]=[CH:24][CH:23]=[C:22]([F:26])[CH:21]=3)=[N:16][O:17][C:18]=2[CH3:19])=[CH:10][CH:11]=1)=O)C.[CH:27]([NH2:30])([CH3:29])[CH3:28], predict the reaction product. The product is: [CH:27]([NH:30][C:4]([C:6]1[N:7]=[N:8][C:9]([O:12][CH2:13][C:14]2[C:15]([C:20]3[CH:25]=[CH:24][CH:23]=[C:22]([F:26])[CH:21]=3)=[N:16][O:17][C:18]=2[CH3:19])=[CH:10][CH:11]=1)=[O:3])([CH3:29])[CH3:28]. (4) Given the reactants [CH3:1][O:2][C:3]1[CH:12]=[C:11]([C:13]2C=[CH:17][N:16]3[N:19]=[CH:20][CH:21]=[C:15]3[N:14]=2)[CH:10]=[CH:9][C:4]=1[C:5]([O:7][CH3:8])=[O:6].[I:22]N1C(=O)CCC1=O.O, predict the reaction product. The product is: [I:22][C:21]1[CH:20]=[N:19][N:16]([CH3:17])[C:15]=1[N:14]=[CH:13][C:11]1[CH:10]=[CH:9][C:4]([C:5]([O:7][CH3:8])=[O:6])=[C:3]([O:2][CH3:1])[CH:12]=1.